From a dataset of Reaction yield outcomes from USPTO patents with 853,638 reactions. Predict the reaction yield, written as a fraction of the theoretical maximum amount of product (1.0 means a 100% yield; for example, 0.34 means a 34% yield). (1) The reactants are Br[CH2:2][C:3]1[C:13]([Cl:14])=[N:12][CH:11]=[CH:10][C:4]=1[C:5]([O:7]CC)=O.Cl.[CH3:16][C:17]1[CH:18]=[C:19]([CH2:29][NH2:30])[CH:20]=[CH:21][C:22]=1[O:23][CH2:24][C:25]([F:28])([F:27])[F:26]. No catalyst specified. The product is [Cl:14][C:13]1[C:3]2[CH2:2][N:30]([CH2:29][C:19]3[CH:20]=[CH:21][C:22]([O:23][CH2:24][C:25]([F:26])([F:27])[F:28])=[C:17]([CH3:16])[CH:18]=3)[C:5](=[O:7])[C:4]=2[CH:10]=[CH:11][N:12]=1. The yield is 0.990. (2) The reactants are I[C:2]1[C:7]([O:8][C:9]2[C:18]3[C:13](=[CH:14][C:15]([O:21][CH3:22])=[C:16]([O:19][CH3:20])[CH:17]=3)[N:12]=[CH:11][CH:10]=2)=[CH:6][CH:5]=[C:4]([CH3:23])[N:3]=1.CCCCCC.C([Li])CCC.[CH3:35][C:36]1[N:41]=[C:40]([CH:42]=[O:43])[CH:39]=[CH:38][CH:37]=1.O. The catalyst is O1CCCC1. The product is [CH3:20][O:19][C:16]1[CH:17]=[C:18]2[C:13](=[CH:14][C:15]=1[O:21][CH3:22])[N:12]=[CH:11][CH:10]=[C:9]2[O:8][C:7]1[C:2]([CH:42]([C:40]2[CH:39]=[CH:38][CH:37]=[C:36]([CH3:35])[N:41]=2)[OH:43])=[N:3][C:4]([CH3:23])=[CH:5][CH:6]=1. The yield is 0.730. (3) The reactants are [C:1]([O:5][C:6]([N:8]1[CH2:13][CH2:12][CH:11]([CH2:14][NH:15][CH2:16][CH3:17])[CH2:10][CH2:9]1)=[O:7])([CH3:4])([CH3:3])[CH3:2].[H-].[Na+].Cl[C:21]1[C:22]2[O:29][N:28]=[C:27]([C:30]3[CH:35]=[CH:34][C:33]([S:36]([CH3:39])(=[O:38])=[O:37])=[CH:32][CH:31]=3)[C:23]=2[N:24]=[CH:25][N:26]=1. The catalyst is C1COCC1. The product is [C:1]([O:5][C:6]([N:8]1[CH2:9][CH2:10][CH:11]([CH2:14][N:15]([CH2:16][CH3:17])[C:21]2[C:22]3[O:29][N:28]=[C:27]([C:30]4[CH:35]=[CH:34][C:33]([S:36]([CH3:39])(=[O:38])=[O:37])=[CH:32][CH:31]=4)[C:23]=3[N:24]=[CH:25][N:26]=2)[CH2:12][CH2:13]1)=[O:7])([CH3:4])([CH3:3])[CH3:2]. The yield is 0.610. (4) The reactants are [N:1]1[CH:6]=[CH:5][CH:4]=[CH:3][C:2]=1[N:7]1[CH2:12][CH2:11][NH:10][CH2:9][CH2:8]1.[Cl:13][C:14]1[CH:15]=[C:16]([NH:20][C:21](=[O:24])[CH2:22]Cl)[CH:17]=[CH:18][CH:19]=1.C(=O)([O-])[O-].[Na+].[Na+]. The catalyst is CN(C)C=O.O. The product is [Cl:13][C:14]1[CH:15]=[C:16]([NH:20][C:21](=[O:24])[CH2:22][N:10]2[CH2:9][CH2:8][N:7]([C:2]3[CH:3]=[CH:4][CH:5]=[CH:6][N:1]=3)[CH2:12][CH2:11]2)[CH:17]=[CH:18][CH:19]=1. The yield is 0.320. (5) The reactants are C1C2C(=CC=CC=2)C=CC=1.[Li].[C-]1C2C(=CC=CC=2)C=CC=1.[Li+].[CH3:23][N:24]1[C:33]2[C:28](=[CH:29][C:30]([O:34][C:35]3(SC4C=CC=CC=4)[CH2:37][CH2:36]3)=[CH:31][CH:32]=2)[CH2:27][CH2:26][C:25]1=[O:45]. The catalyst is C1COCC1.C(OCC)(=O)C.O. The product is [CH:35]1([O:34][C:30]2[CH:29]=[C:28]3[C:33](=[CH:32][CH:31]=2)[N:24]([CH3:23])[C:25](=[O:45])[CH2:26][CH2:27]3)[CH2:36][CH2:37]1. The yield is 0.360. (6) The reactants are FC(F)(F)C(O)=O.[CH3:8][CH:9]1[C:14]2[N:15]=[N:16][CH:17]=[CH:18][C:13]=2[CH2:12][CH2:11][NH:10]1.[C:19]([O:23][C:24]([NH:26][C@H:27]([CH2:32][C:33]1[CH:38]=[C:37]([F:39])[C:36]([F:40])=[CH:35][C:34]=1[F:41])[CH2:28][C:29](O)=[O:30])=[O:25])([CH3:22])([CH3:21])[CH3:20].C(N(CC)C(C)C)(C)C.F[P-](F)(F)(F)(F)F.N1C2N=CC=C(OC(N(C)C)=[N+](C)C)C=2N=N1.ON1C2N=CC=CC=2N=N1. The catalyst is CN(C=O)C. The product is [C:19]([O:23][C:24]([NH:26][C@H:27]([CH2:32][C:33]1[CH:38]=[C:37]([F:39])[C:36]([F:40])=[CH:35][C:34]=1[F:41])[CH2:28][C:29]([N:10]1[CH2:11][CH2:12][C:13]2[CH:18]=[CH:17][N:16]=[N:15][C:14]=2[CH:9]1[CH3:8])=[O:30])=[O:25])([CH3:22])([CH3:20])[CH3:21]. The yield is 0.140. (7) The reactants are [CH2:1]([N:3]([CH2:8][CH3:9])[CH2:4][CH2:5][NH:6][CH3:7])[CH3:2].Br[CH2:11][C:12]1[CH:13]=[C:14]([CH:18]=[CH:19][CH:20]=1)[C:15]([OH:17])=[O:16].C(=O)([O-])[O-].[K+].[K+].[I-].[K+]. The catalyst is CN(C)C=O. The product is [CH2:1]([N:3]([CH2:8][CH3:9])[CH2:4][CH2:5][N:6]([CH2:11][C:12]1[CH:13]=[C:14]([CH:18]=[CH:19][CH:20]=1)[C:15]([OH:17])=[O:16])[CH3:7])[CH3:2]. The yield is 0.460.